Dataset: Peptide-MHC class I binding affinity with 185,985 pairs from IEDB/IMGT. Task: Regression. Given a peptide amino acid sequence and an MHC pseudo amino acid sequence, predict their binding affinity value. This is MHC class I binding data. (1) The peptide sequence is STYQFSLMQ. The MHC is HLA-B51:01 with pseudo-sequence HLA-B51:01. The binding affinity (normalized) is 0.0847. (2) The peptide sequence is ITPPIITEAI. The MHC is Mamu-A01 with pseudo-sequence Mamu-A01. The binding affinity (normalized) is 1.00. (3) The MHC is HLA-B38:01 with pseudo-sequence HLA-B38:01. The binding affinity (normalized) is 0.0847. The peptide sequence is EFTSFFYRY. (4) The peptide sequence is RNMSRIFPY. The MHC is HLA-A69:01 with pseudo-sequence HLA-A69:01. The binding affinity (normalized) is 0.0847. (5) The peptide sequence is RIITILQDI. The MHC is HLA-A68:02 with pseudo-sequence HLA-A68:02. The binding affinity (normalized) is 0.325.